From a dataset of NCI-60 drug combinations with 297,098 pairs across 59 cell lines. Regression. Given two drug SMILES strings and cell line genomic features, predict the synergy score measuring deviation from expected non-interaction effect. (1) Cell line: A549. Drug 2: CC1CCC2CC(C(=CC=CC=CC(CC(C(=O)C(C(C(=CC(C(=O)CC(OC(=O)C3CCCCN3C(=O)C(=O)C1(O2)O)C(C)CC4CCC(C(C4)OC)OCCO)C)C)O)OC)C)C)C)OC. Synergy scores: CSS=21.1, Synergy_ZIP=-8.40, Synergy_Bliss=-4.80, Synergy_Loewe=-13.3, Synergy_HSA=-2.70. Drug 1: CCC1=C2CN3C(=CC4=C(C3=O)COC(=O)C4(CC)O)C2=NC5=C1C=C(C=C5)O. (2) Drug 1: CN(CCCl)CCCl.Cl. Drug 2: CC(C)CN1C=NC2=C1C3=CC=CC=C3N=C2N. Cell line: RXF 393. Synergy scores: CSS=5.27, Synergy_ZIP=0.405, Synergy_Bliss=3.85, Synergy_Loewe=-2.01, Synergy_HSA=-2.61. (3) Drug 1: CC(CN1CC(=O)NC(=O)C1)N2CC(=O)NC(=O)C2. Drug 2: CC1=C(C=C(C=C1)C(=O)NC2=CC(=CC(=C2)C(F)(F)F)N3C=C(N=C3)C)NC4=NC=CC(=N4)C5=CN=CC=C5. Cell line: NCIH23. Synergy scores: CSS=7.32, Synergy_ZIP=-5.28, Synergy_Bliss=-3.08, Synergy_Loewe=-5.29, Synergy_HSA=-4.44. (4) Drug 1: CC1CCC2CC(C(=CC=CC=CC(CC(C(=O)C(C(C(=CC(C(=O)CC(OC(=O)C3CCCCN3C(=O)C(=O)C1(O2)O)C(C)CC4CCC(C(C4)OC)O)C)C)O)OC)C)C)C)OC. Drug 2: C(CC(=O)O)C(=O)CN.Cl. Cell line: SR. Synergy scores: CSS=18.2, Synergy_ZIP=0.259, Synergy_Bliss=1.16, Synergy_Loewe=-32.9, Synergy_HSA=-0.395. (5) Drug 1: CC(C1=C(C=CC(=C1Cl)F)Cl)OC2=C(N=CC(=C2)C3=CN(N=C3)C4CCNCC4)N. Drug 2: C1=NNC2=C1C(=O)NC=N2. Cell line: SK-MEL-5. Synergy scores: CSS=-6.48, Synergy_ZIP=4.41, Synergy_Bliss=4.18, Synergy_Loewe=-2.93, Synergy_HSA=-2.33. (6) Drug 1: CCC1(CC2CC(C3=C(CCN(C2)C1)C4=CC=CC=C4N3)(C5=C(C=C6C(=C5)C78CCN9C7C(C=CC9)(C(C(C8N6C=O)(C(=O)OC)O)OC(=O)C)CC)OC)C(=O)OC)O.OS(=O)(=O)O. Drug 2: CC1CCCC2(C(O2)CC(NC(=O)CC(C(C(=O)C(C1O)C)(C)C)O)C(=CC3=CSC(=N3)C)C)C. Cell line: NCI-H460. Synergy scores: CSS=47.5, Synergy_ZIP=-2.64, Synergy_Bliss=-5.94, Synergy_Loewe=-5.20, Synergy_HSA=-4.62. (7) Drug 1: CC1=C(C(=CC=C1)Cl)NC(=O)C2=CN=C(S2)NC3=CC(=NC(=N3)C)N4CCN(CC4)CCO. Drug 2: CN(CCCl)CCCl.Cl. Cell line: CCRF-CEM. Synergy scores: CSS=29.9, Synergy_ZIP=-2.42, Synergy_Bliss=-0.415, Synergy_Loewe=0.952, Synergy_HSA=0.971. (8) Drug 1: C1CCC(C1)C(CC#N)N2C=C(C=N2)C3=C4C=CNC4=NC=N3. Drug 2: CC1C(C(CC(O1)OC2CC(CC3=C2C(=C4C(=C3O)C(=O)C5=CC=CC=C5C4=O)O)(C(=O)C)O)N)O. Cell line: UACC62. Synergy scores: CSS=58.2, Synergy_ZIP=6.05, Synergy_Bliss=3.00, Synergy_Loewe=-54.5, Synergy_HSA=-3.07. (9) Drug 1: C1CCC(C(C1)N)N.C(=O)(C(=O)[O-])[O-].[Pt+4]. Drug 2: N.N.Cl[Pt+2]Cl. Cell line: A549. Synergy scores: CSS=52.5, Synergy_ZIP=3.48, Synergy_Bliss=3.63, Synergy_Loewe=4.75, Synergy_HSA=6.36.